Dataset: Reaction yield outcomes from USPTO patents with 853,638 reactions. Task: Predict the reaction yield, written as a fraction of the theoretical maximum amount of product (1.0 means a 100% yield; for example, 0.34 means a 34% yield). (1) The reactants are [H-].[Na+].[C:3]([O:7][C:8]([N:10]1[CH2:15][CH2:14][C@H:13]([O:16][CH2:17][O:18][CH3:19])[C@H:12]([CH2:20][OH:21])[CH2:11]1)=[O:9])([CH3:6])([CH3:5])[CH3:4].[CH2:22]([C:26]1[N:27]=[N:28][C:29](Cl)=[CH:30][C:31]=1[C:32]1[CH:37]=[CH:36][C:35]([O:38][CH:39]2[CH2:44][CH2:43][CH2:42][CH2:41][CH2:40]2)=[CH:34][CH:33]=1)[CH2:23][CH2:24][CH3:25].CO. The catalyst is C1COCC1.C(OCC)(=O)C. The product is [C:3]([O:7][C:8]([N:10]1[CH2:15][CH2:14][C@H:13]([O:16][CH2:17][O:18][CH3:19])[C@H:12]([CH2:20][O:21][C:29]2[N:28]=[N:27][C:26]([CH2:22][CH2:23][CH2:24][CH3:25])=[C:31]([C:32]3[CH:33]=[CH:34][C:35]([O:38][CH:39]4[CH2:44][CH2:43][CH2:42][CH2:41][CH2:40]4)=[CH:36][CH:37]=3)[CH:30]=2)[CH2:11]1)=[O:9])([CH3:6])([CH3:5])[CH3:4]. The yield is 0.820. (2) The reactants are [CH3:1][NH:2][C:3]1[C:4]([NH2:12])=[CH:5][CH:6]=[C:7]([N+:9]([O-:11])=[O:10])[CH:8]=1.[F:13][C:14]([F:19])([F:18])[C:15](O)=O.C(=O)(O)[O-]. The catalyst is Cl.C(Cl)Cl. The product is [CH3:1][N:2]1[C:3]2[CH:8]=[C:7]([N+:9]([O-:11])=[O:10])[CH:6]=[CH:5][C:4]=2[N:12]=[C:15]1[C:14]([F:19])([F:18])[F:13]. The yield is 0.200. (3) The product is [N:24]1[NH:25][N:26]=[N:27][C:23]=1[CH2:22][N:3]1[C:4]2[C:9](=[CH:8][C:7]([C:12]3[CH:17]=[CH:16][C:15]([C:18]([F:20])([F:19])[F:21])=[CH:14][CH:13]=3)=[CH:6][CH:5]=2)[CH2:10][CH2:11][C:2]1=[O:1]. The reactants are [O:1]=[C:2]1[CH2:11][CH2:10][C:9]2[C:4](=[CH:5][CH:6]=[C:7]([C:12]3[CH:17]=[CH:16][C:15]([C:18]([F:21])([F:20])[F:19])=[CH:14][CH:13]=3)[CH:8]=2)[N:3]1[CH2:22][C:23]#[N:24].[N:25]([Si](C)(C)C)=[N+:26]=[N-:27].C([Sn](=O)CCCC)CCC.CN(C)C=O. The yield is 0.800. The catalyst is C(OCC)(=O)C.C(OCC)C. (4) The reactants are [NH2:1][C:2]1[C:3]([C:7]2[N:8]([C:16]3[CH:21]=[CH:20][C:19]([O:22][CH:23]4[CH2:28][CH2:27][N:26](C(OC(C)(C)C)=O)[CH2:25][CH2:24]4)=[CH:18][CH:17]=3)[C:9]3[CH:14]=[CH:13][N:12]=[CH:11][C:10]=3[N:15]=2)=[N:4][O:5][N:6]=1.FC(F)(F)C(O)=O. The catalyst is CO. The product is [NH:26]1[CH2:27][CH2:28][CH:23]([O:22][C:19]2[CH:18]=[CH:17][C:16]([N:8]3[C:9]4[CH:14]=[CH:13][N:12]=[CH:11][C:10]=4[N:15]=[C:7]3[C:3]3[C:2]([NH2:1])=[N:6][O:5][N:4]=3)=[CH:21][CH:20]=2)[CH2:24][CH2:25]1. The yield is 0.980. (5) The catalyst is ClCCl. The yield is 0.704. The product is [O:19]([CH2:26][C:27]([NH:29][C:30]1[C:31]2[N:32]=[CH:33][N:34]([C:66]=2[N:67]=[CH:68][N:69]=1)[C@@H:35]1[O:65][C@H:39]([CH2:40][O:41][C:42]([C:59]2[CH:60]=[CH:61][CH:62]=[CH:63][CH:64]=2)([C:51]2[CH:56]=[CH:55][C:54]([O:57][CH3:58])=[CH:53][CH:52]=2)[C:43]2[CH:48]=[CH:47][C:46]([O:49][CH3:50])=[CH:45][CH:44]=2)[C@@H:37]([O:38][P:134]([N:166]([CH:170]([CH3:172])[CH3:171])[CH:167]([CH3:168])[CH3:169])([O:136][CH2:137][CH2:138][O:139][CH2:140][CH2:141][O:142][C@@H:143]2[O:160][C@H:159]([CH2:161][O:162][C:163](=[O:165])[CH3:164])[C@H:154]([O:155][C:156](=[O:158])[CH3:157])[C@H:149]([O:150][C:151](=[O:153])[CH3:152])[C@H:144]2[O:145][C:146](=[O:148])[CH3:147])=[O:133])[CH2:36]1)=[O:28])[C:20]1[CH:21]=[CH:22][CH:23]=[CH:24][CH:25]=1. The reactants are C(N(P(N(C(C)C)C(C)C)(Cl)([O-])[O-])C(C)C)(C)C.[O:19]([CH2:26][C:27]([NH:29][C:30]1[C:31]2[N:32]=[CH:33][N:34]([C:66]=2[N:67]=[CH:68][N:69]=1)[C@@H:35]1[O:65][C@H:39]([CH2:40][O:41][C:42]([C:59]2[CH:64]=[CH:63][CH:62]=[CH:61][CH:60]=2)([C:51]2[CH:56]=[CH:55][C:54]([O:57][CH3:58])=[CH:53][CH:52]=2)[C:43]2[CH:48]=[CH:47][C:46]([O:49][CH3:50])=[CH:45][CH:44]=2)[C@@H:37]([OH:38])[CH2:36]1)=[O:28])[C:20]1[CH:25]=[CH:24][CH:23]=[CH:22][CH:21]=1.C(N(C(C)C)C(C)C)C.C(O[C@@H]1[C@@H](OC(=O)C)[C@@H](OC(=O)C)[C@@H](COC(=O)C)O[C@H]1OCCOCCO)(=O)C.N1C=NN=N1.O(CC(NC1C2N=CN(C=2N=CN=1)[C@@H]1O[C@H](COC(C2C=CC=CC=2)(C2C=CC(OC)=CC=2)C2C=CC(OC)=CC=2)[C@@H]([O:133][P:134]([N:166]([CH:170]([CH3:172])[CH3:171])[CH:167]([CH3:169])[CH3:168])([O:136][CH2:137][CH2:138][O:139][CH2:140][CH2:141][O:142][C@@H:143]2[O:160][C@H:159]([CH2:161][O:162][C:163](=[O:165])[CH3:164])[C@@H:154]([O:155][C:156](=[O:158])[CH3:157])[C@H:149]([O:150][C:151](=[O:153])[CH3:152])[C@H:144]2[O:145][C:146](=[O:148])[CH3:147])=O)C1)=O)C1C=CC=CC=1. (6) The reactants are [C:1]([C:4]1[CH:11]=[CH:10][C:7]([C:8]#[N:9])=[CH:6][CH:5]=1)(=[O:3])[CH3:2].[OH-].[Na+].O.[CH:15](=O)[C:16]1[CH:21]=[CH:20][CH:19]=[CH:18][CH:17]=1. The catalyst is C(O)C. The product is [C:8]([C:7]1[CH:10]=[CH:11][C:4]([C:1](=[O:3])[CH:2]=[CH:15][C:16]2[CH:21]=[CH:20][CH:19]=[CH:18][CH:17]=2)=[CH:5][CH:6]=1)#[N:9]. The yield is 0.910. (7) The reactants are [I:1][C:2]1[CH:7]=[CH:6][CH:5]=[CH:4][C:3]=1[OH:8].C(=O)([O-])[O-].[K+].[K+].[CH2:15](Br)[C:16]1[CH:21]=[CH:20][CH:19]=[CH:18][CH:17]=1.CCCCCCC.CCOC(C)=O. The catalyst is CC(C)=O. The product is [CH2:15]([O:8][C:3]1[CH:4]=[CH:5][CH:6]=[CH:7][C:2]=1[I:1])[C:16]1[CH:21]=[CH:20][CH:19]=[CH:18][CH:17]=1. The yield is 0.810.